This data is from CYP2D6 inhibition data for predicting drug metabolism from PubChem BioAssay. The task is: Regression/Classification. Given a drug SMILES string, predict its absorption, distribution, metabolism, or excretion properties. Task type varies by dataset: regression for continuous measurements (e.g., permeability, clearance, half-life) or binary classification for categorical outcomes (e.g., BBB penetration, CYP inhibition). Dataset: cyp2d6_veith. (1) The compound is O=C(Cc1ccc(Cl)cc1)Nc1cccc(-c2nnc(-c3ccco3)o2)c1. The result is 0 (non-inhibitor). (2) The molecule is COCCn1c(=O)c(-c2ccc(Cl)cc2)nc2cnc(Oc3ccc(OC)cc3)nc21. The result is 0 (non-inhibitor).